This data is from Forward reaction prediction with 1.9M reactions from USPTO patents (1976-2016). The task is: Predict the product of the given reaction. (1) Given the reactants [CH3:1][C:2]1([CH3:19])[CH2:11][C:10]([CH3:13])([CH3:12])[C:9]2[C:4](=[CH:5][CH:6]=[C:7]([C:14]([O:16][CH2:17][CH3:18])=[O:15])[CH:8]=2)[O:3]1.[N+:20]([O-])([OH:22])=[O:21], predict the reaction product. The product is: [N+:20]([C:5]1[CH:6]=[C:7]([C:14]([O:16][CH2:17][CH3:18])=[O:15])[CH:8]=[C:9]2[C:4]=1[O:3][C:2]([CH3:19])([CH3:1])[CH2:11][C:10]2([CH3:12])[CH3:13])([O-:22])=[O:21]. (2) Given the reactants [C:1]1([S@@:7]([CH2:10][CH2:11][CH2:12][CH2:13][C:14]([O:16][CH3:17])=[O:15])(=[NH:9])=[O:8])[CH:6]=[CH:5][CH:4]=[CH:3][CH:2]=1.C(N(C(C)C)CC)(C)C.[Br:27][C:28]1[CH:29]=[N:30][CH:31]=[C:32]([CH:36]=1)[C:33](O)=[O:34].F[P-](F)(F)(F)(F)F.N1(O[P+](N(C)C)(N(C)C)N(C)C)C2C=CC=CC=2N=N1.C([O-])(O)=O.[Na+], predict the reaction product. The product is: [Br:27][C:28]1[CH:36]=[C:32]([C:33]([N:9]=[S@:7]([CH2:10][CH2:11][CH2:12][CH2:13][C:14]([O:16][CH3:17])=[O:15])([C:1]2[CH:2]=[CH:3][CH:4]=[CH:5][CH:6]=2)=[O:8])=[O:34])[CH:31]=[N:30][CH:29]=1. (3) Given the reactants Cl[S:2]([C:5]1[CH:10]=[CH:9][C:8]([F:11])=[CH:7][C:6]=1[CH2:12][C:13]([O:15][CH3:16])=[O:14])(=[O:4])=[O:3].[NH2:17][C:18]1[C:27]([C:28]([O:30][CH3:31])=[O:29])=[C:26]2[C:21]([CH:22]3[CH2:32][CH:23]3[CH2:24][O:25]2)=[CH:20][CH:19]=1, predict the reaction product. The product is: [F:11][C:8]1[CH:9]=[CH:10][C:5]([S:2]([NH:17][C:18]2[C:27]([C:28]([O:30][CH3:31])=[O:29])=[C:26]3[C:21]([CH:22]4[CH2:32][CH:23]4[CH2:24][O:25]3)=[CH:20][CH:19]=2)(=[O:4])=[O:3])=[C:6]([CH2:12][C:13]([O:15][CH3:16])=[O:14])[CH:7]=1. (4) Given the reactants [CH:1]1[C:6]2[S:7][C:8]3[C:12]4[CH:13]=[CH:14][CH:15]=[CH:16][C:11]=4[S:10][C:9]=3[C:5]=2[CH:4]=[CH:3][C:2]=1[CH2:17][CH2:18][CH2:19][CH2:20][CH2:21][CH2:22][CH2:23][CH2:24][CH2:25][CH2:26][CH2:27][CH2:28][P:29](=[O:36])([O:33]CC)[O:30]CC.C[Si](Br)(C)C.CO, predict the reaction product. The product is: [CH:1]1[C:6]2[S:7][C:8]3[C:12]4[CH:13]=[CH:14][CH:15]=[CH:16][C:11]=4[S:10][C:9]=3[C:5]=2[CH:4]=[CH:3][C:2]=1[CH2:17][CH2:18][CH2:19][CH2:20][CH2:21][CH2:22][CH2:23][CH2:24][CH2:25][CH2:26][CH2:27][CH2:28][P:29](=[O:30])([OH:36])[OH:33]. (5) The product is: [C:18]1([CH:7]([NH:8][C:9]([N:43]2[CH2:42][CH2:41][N:40]([C:29]3[N:28]=[C:27]([N:26]([CH2:24][CH3:25])[CH2:46][C:47]([CH3:49])=[CH2:48])[N:32]=[C:31]([N:33]([CH2:38][CH3:39])[CH2:34][C:35]([CH3:37])=[CH2:36])[N:30]=3)[CH2:45][CH2:44]2)=[O:11])[C:1]2[CH:2]=[CH:3][CH:4]=[CH:5][CH:6]=2)[CH:19]=[CH:20][CH:21]=[CH:22][CH:23]=1. Given the reactants [C:1]1([CH:7]([C:18]2[CH:23]=[CH:22][CH:21]=[CH:20][CH:19]=2)[N:8](C2C=CC=CC=2)[C:9](=[O:11])[O-])[CH:6]=[CH:5][CH:4]=[CH:3][CH:2]=1.[CH2:24]([N:26]([CH2:46][C:47]([CH3:49])=[CH2:48])[C:27]1[N:32]=[C:31]([N:33]([CH2:38][CH3:39])[CH2:34][C:35]([CH3:37])=[CH2:36])[N:30]=[C:29]([N:40]2[CH2:45][CH2:44][NH:43][CH2:42][CH2:41]2)[N:28]=1)[CH3:25].C1CCN2C(=NCCC2)CC1, predict the reaction product.